From a dataset of Forward reaction prediction with 1.9M reactions from USPTO patents (1976-2016). Predict the product of the given reaction. (1) Given the reactants Cl[CH2:2][C:3]1[N:4]=[C:5]([C:8]2[CH:13]=[CH:12][C:11]([Cl:14])=[CH:10][CH:9]=2)[S:6][CH:7]=1.[NH2:15][C:16]1[C:21]([C:22]#[N:23])=[C:20]([C:24]2[CH:25]=[N:26][C:27]([O:30][CH2:31][CH2:32][OH:33])=[CH:28][CH:29]=2)[C:19]([C:34]#[N:35])=[C:18]([SH:36])[N:17]=1.C(=O)(O)[O-].[Na+], predict the reaction product. The product is: [NH2:15][C:16]1[C:21]([C:22]#[N:23])=[C:20]([C:24]2[CH:25]=[N:26][C:27]([O:30][CH2:31][CH2:32][OH:33])=[CH:28][CH:29]=2)[C:19]([C:34]#[N:35])=[C:18]([S:36][CH2:2][C:3]2[N:4]=[C:5]([C:8]3[CH:13]=[CH:12][C:11]([Cl:14])=[CH:10][CH:9]=3)[S:6][CH:7]=2)[N:17]=1. (2) Given the reactants Br[CH2:2]/[CH:3]=[CH:4]/[C:5]([O:7][CH3:8])=[O:6].C(N(CC)CC)C.[CH2:16]([NH:23][CH2:24][CH2:25][NH:26][CH2:27][C:28]1[CH:33]=[CH:32][CH:31]=[CH:30][CH:29]=1)[C:17]1[CH:22]=[CH:21][CH:20]=[CH:19][CH:18]=1, predict the reaction product. The product is: [CH3:8][O:7][C:5](=[O:6])[CH2:4][CH:3]1[CH2:2][N:26]([CH2:27][C:28]2[CH:33]=[CH:32][CH:31]=[CH:30][CH:29]=2)[CH2:25][CH2:24][N:23]1[CH2:16][C:17]1[CH:22]=[CH:21][CH:20]=[CH:19][CH:18]=1. (3) Given the reactants [Cl-].[Al+3].[Cl-].[Cl-].[C:5]1(=[O:12])[O:11][C:9](=[O:10])[CH2:8][CH2:7][CH2:6]1.[F:13][C:14]1[CH:19]=[CH:18][CH:17]=[CH:16][CH:15]=1, predict the reaction product. The product is: [F:13][C:14]1[CH:19]=[CH:18][C:17]([C:9](=[O:10])[CH2:8][CH2:7][CH2:6][C:5]([OH:11])=[O:12])=[CH:16][CH:15]=1. (4) Given the reactants FC(F)(F)C(O)=O.C(OC([O:13][CH2:14][C@H:15]1[CH2:20][CH2:19][CH2:18][C:17](=[O:21])[N:16]1[CH2:22][C:23]#[C:24][CH2:25][O:26][CH2:27][C:28]#[N:29])C)C, predict the reaction product. The product is: [OH:13][CH2:14][C@H:15]1[CH2:20][CH2:19][CH2:18][C:17](=[O:21])[N:16]1[CH2:22][C:23]#[C:24][CH2:25][O:26][CH2:27][C:28]#[N:29]. (5) Given the reactants [CH2:1]([O:8][C:9]1[CH:34]=[CH:33][C:12]([O:13][C:14]2[CH:19]=[CH:18][C:17]([C:20]3[NH:24][C:23]4[CH:25]=[C:26]([Br:29])[CH:27]=[CH:28][C:22]=4[N:21]=3)=[CH:16][C:15]=2[N+:30]([O-])=O)=[CH:11][CH:10]=1)[C:2]1[CH:7]=[CH:6][CH:5]=[CH:4][CH:3]=1.[Cl-].[NH4+], predict the reaction product. The product is: [CH2:1]([O:8][C:9]1[CH:34]=[CH:33][C:12]([O:13][C:14]2[CH:19]=[CH:18][C:17]([C:20]3[NH:24][C:23]4[CH:25]=[C:26]([Br:29])[CH:27]=[CH:28][C:22]=4[N:21]=3)=[CH:16][C:15]=2[NH2:30])=[CH:11][CH:10]=1)[C:2]1[CH:3]=[CH:4][CH:5]=[CH:6][CH:7]=1. (6) Given the reactants [OH:1][CH2:2][CH2:3][C@H:4]1[CH2:8][O:7][C:6]([CH3:10])([CH3:9])[N:5]1[C:11]([O:13][C:14]([CH3:17])([CH3:16])[CH3:15])=[O:12].[Cl:18][C:19]1[CH:24]=[CH:23][C:22](O)=[CH:21][CH:20]=1.C1(P(C2C=CC=CC=2)C2C=CC=CC=2)C=CC=CC=1.N(C(OCC)=O)=NC(OCC)=O.[OH-].[Na+], predict the reaction product. The product is: [C:14]([O:13][C:11]([N:5]1[C@@H:4]([CH2:3][CH2:2][O:1][C:22]2[CH:23]=[CH:24][C:19]([Cl:18])=[CH:20][CH:21]=2)[CH2:8][O:7][C:6]1([CH3:10])[CH3:9])=[O:12])([CH3:17])([CH3:16])[CH3:15]. (7) Given the reactants [CH2:1]1[CH:5]2[CH2:6][C:7](=O)[CH:3]([CH2:4]2)[CH2:2]1.C(O[CH:14]([N:18]([CH3:20])C)[N:15](C)C)(C)(C)C.Cl.[NH2:22]C(N)=N.[Na], predict the reaction product. The product is: [CH2:1]1[CH:5]2[C:6]3[C:7]([CH:3]([CH2:4]2)[CH2:2]1)=[N:22][C:14]([NH2:15])=[N:18][CH:20]=3. (8) The product is: [F:34][C:35]([F:40])([F:39])[C:36]([OH:38])=[O:37].[NH2:15][C:16]1[N:17]=[C:18]([NH:23][CH2:24][CH2:25][NH2:26])[S:19][C:20]=1[C:21]#[N:22]. Given the reactants Cl.Cl.NCCNC1C=CC(C#N)=CN=1.[NH2:15][C:16]1[N:17]=[C:18]([NH:23][CH2:24][CH2:25][NH:26]C(=O)OC(C)(C)C)[S:19][C:20]=1[C:21]#[N:22].[F:34][C:35]([F:40])([F:39])[C:36]([OH:38])=[O:37], predict the reaction product. (9) Given the reactants ClC1N=C(NCCC2C=CC=CC=2)C2C(=CC=CC=2)N=1.CS(NC1C=CC(B(O)O)=CC=1)(=O)=O.[C:35]1([CH:41](C2C=CC=CN=2)[CH2:42][NH:43][C:44]2[C:53]3[C:48](=[CH:49][CH:50]=[CH:51][CH:52]=3)[N:47]=[C:46]([C:54]3[CH:59]=[CH:58][C:57]([NH:60][S:61]([CH3:64])(=[O:63])=[O:62])=[CH:56][CH:55]=3)[N:45]=2)[CH:40]=[CH:39][CH:38]=[CH:37][CH:36]=1, predict the reaction product. The product is: [CH2:42]([NH:43][C:44]1[C:53]2[C:48](=[CH:49][CH:50]=[CH:51][CH:52]=2)[N:47]=[C:46]([C:54]2[CH:55]=[CH:56][C:57]([NH:60][S:61]([CH3:64])(=[O:63])=[O:62])=[CH:58][CH:59]=2)[N:45]=1)[CH2:41][C:35]1[CH:40]=[CH:39][CH:38]=[CH:37][CH:36]=1. (10) The product is: [CH2:11]([N:9]1[CH2:10][C:4]2[C:5](=[N:6][CH:7]=[C:2]([B:17]([OH:18])[OH:16])[CH:3]=2)[C:8]1=[O:13])[CH3:12]. Given the reactants Br[C:2]1[CH:3]=[C:4]2[CH2:10][N:9]([CH2:11][CH3:12])[C:8](=[O:13])[C:5]2=[N:6][CH:7]=1.CC1(C)C(C)(C)[O:18][B:17](B2OC(C)(C)C(C)(C)O2)[O:16]1.C([O-])(=O)C.[K+].ClCCl, predict the reaction product.